Task: Predict the product of the given reaction.. Dataset: Forward reaction prediction with 1.9M reactions from USPTO patents (1976-2016) (1) Given the reactants [I-].[Na+].I.[CH2:4]([N:11]1[CH2:20][CH2:19][C:18]2[C:13](=[CH:14][C:15]([NH2:22])=[CH:16][C:17]=2Cl)[CH2:12]1)[C:5]1[CH:10]=[CH:9][CH:8]=[CH:7][CH:6]=1.[NH2:23][C:24]1[CH:29]=[CH:28][C:27]([C:30]([F:33])([F:32])[F:31])=[CH:26][CH:25]=1, predict the reaction product. The product is: [CH2:4]([N:11]1[CH2:20][CH2:19][C:18]2[C:17]([NH:23][C:24]3[CH:29]=[CH:28][C:27]([C:30]([F:31])([F:32])[F:33])=[CH:26][CH:25]=3)=[CH:16][C:15]([NH2:22])=[CH:14][C:13]=2[CH2:12]1)[C:5]1[CH:10]=[CH:9][CH:8]=[CH:7][CH:6]=1. (2) Given the reactants FC(F)(F)C(O)=O.ClC1C=CC(C2NC(C3C=CC(OC)=CC=3OCC)=NC2C2CCCC2)=CC=1.[Cl:36][C:37]1[CH:42]=[CH:41][C:40]([CH:43]2[N:47]([C:48]([N:50]3[CH2:55][CH2:54][N:53]([CH3:56])[CH2:52][CH2:51]3)=[O:49])[C:46]([C:57]3[CH:62]=[CH:61][C:60]([O:63][CH3:64])=[CH:59][C:58]=3[O:65][CH2:66][CH3:67])=[N:45][CH:44]2[CH2:68][CH:69]2C[CH2:72][CH2:71][CH2:70]2)=[CH:39][CH:38]=1, predict the reaction product. The product is: [Cl:36][C:37]1[CH:38]=[CH:39][C:40]([CH:43]2[N:47]([C:48]([N:50]3[CH2:51][CH2:52][N:53]([CH3:56])[CH2:54][CH2:55]3)=[O:49])[C:46]([C:57]3[CH:62]=[CH:61][C:60]([O:63][CH3:64])=[CH:59][C:58]=3[O:65][CH2:66][CH3:67])=[N:45][CH:44]2[CH:68]2[CH2:72][CH2:71][CH2:70][CH2:69]2)=[CH:41][CH:42]=1. (3) Given the reactants [O:1]1[CH:5]=[CH:4][CH:3]=[C:2]1[CH:6]=[O:7].C[Si](C#N)(C)C.C[Si]([N-][Si](C)(C)C)(C)C.[Li+].CS(O[CH2:29][C:30]1[CH:31]=[N:32][C:33]([Cl:36])=[CH:34][CH:35]=1)(=O)=O.[F-].C([N+](CCCC)(CCCC)CCCC)CCC, predict the reaction product. The product is: [Cl:36][C:33]1[N:32]=[CH:31][C:30]([CH2:29][C:6]([C:2]2[O:1][CH:5]=[CH:4][CH:3]=2)=[O:7])=[CH:35][CH:34]=1. (4) Given the reactants Cl.[CH:2]([C@H:15]1[C@@H:20]([O:21][CH2:22][C:23]2[CH:28]=[CH:27][C:26]([C:29]([F:32])([F:31])[F:30])=[CH:25][CH:24]=2)[CH2:19][CH2:18][NH:17][CH2:16]1)([C:9]1[CH:14]=[CH:13][CH:12]=[CH:11][CH:10]=1)[C:3]1[CH:8]=[CH:7][CH:6]=[CH:5][CH:4]=1.[F:33][C:34]([F:49])([F:48])[C:35]1[CH:36]=[C:37]([CH:41]=[C:42]([C:44]([F:47])([F:46])[F:45])[CH:43]=1)[C:38](O)=[O:39], predict the reaction product. The product is: [CH:2]([C@H:15]1[C@@H:20]([O:21][CH2:22][C:23]2[CH:24]=[CH:25][C:26]([C:29]([F:32])([F:30])[F:31])=[CH:27][CH:28]=2)[CH2:19][CH2:18][N:17]([C:38](=[O:39])[C:37]2[CH:41]=[C:42]([C:44]([F:45])([F:46])[F:47])[CH:43]=[C:35]([C:34]([F:33])([F:48])[F:49])[CH:36]=2)[CH2:16]1)([C:9]1[CH:10]=[CH:11][CH:12]=[CH:13][CH:14]=1)[C:3]1[CH:4]=[CH:5][CH:6]=[CH:7][CH:8]=1.